Task: Predict the product of the given reaction.. Dataset: Forward reaction prediction with 1.9M reactions from USPTO patents (1976-2016) (1) Given the reactants Br[C:2]1[CH:3]=[CH:4][C:5]([F:8])=[N:6][CH:7]=1.C([Li])CCC.CN(CCN(C)C)C.[CH2:22]1[O:32][C:25]2([CH2:30][CH2:29][C:28](=[O:31])[CH2:27][CH2:26]2)[O:24][CH2:23]1, predict the reaction product. The product is: [F:8][C:5]1[N:6]=[CH:7][C:2]([C:28]2([OH:31])[CH2:29][CH2:30][C:25]3([O:32][CH2:22][CH2:23][O:24]3)[CH2:26][CH2:27]2)=[CH:3][CH:4]=1. (2) Given the reactants [F:1][C:2]([F:16])([F:15])[C:3]1[CH:4]=[C:5]([CH:8]=[C:9]([C:11]([F:14])([F:13])[F:12])[CH:10]=1)[CH2:6][NH2:7].[CH:17]([O:20][C:21]([N:23]1[C:36]2[C:28](=[CH:29][C:30]3[CH2:31][CH2:32][CH2:33][C:34]=3[CH:35]=2)[C:27](=O)[CH2:26][CH2:25][CH2:24]1)=[O:22])([CH3:19])[CH3:18].[BH4-].[Na+].C(=O)(O)[O-].[Na+], predict the reaction product. The product is: [CH:17]([O:20][C:21]([N:23]1[C:36]2[C:28](=[CH:29][C:30]3[CH2:31][CH2:32][CH2:33][C:34]=3[CH:35]=2)[CH:27]([NH:7][CH2:6][C:5]2[CH:4]=[C:3]([C:2]([F:15])([F:16])[F:1])[CH:10]=[C:9]([C:11]([F:14])([F:12])[F:13])[CH:8]=2)[CH2:26][CH2:25][CH2:24]1)=[O:22])([CH3:19])[CH3:18]. (3) Given the reactants [CH2:1]([O:8][C:9]1[CH:10]=[C:11]([CH2:16][CH:17]([NH2:20])[CH2:18][CH3:19])[CH:12]=[CH:13][C:14]=1[CH3:15])[C:2]1[CH:7]=[CH:6][CH:5]=[CH:4][CH:3]=1.[CH:21](O)=[O:22], predict the reaction product. The product is: [CH2:1]([O:8][C:9]1[CH:10]=[C:11]([CH2:16][CH:17]([NH:20][CH:21]=[O:22])[CH2:18][CH3:19])[CH:12]=[CH:13][C:14]=1[CH3:15])[C:2]1[CH:7]=[CH:6][CH:5]=[CH:4][CH:3]=1. (4) Given the reactants [CH3:1][O:2][C:3]1[CH:8]=[C:7]([O:9][CH3:10])[CH:6]=[CH:5][C:4]=1[C:11]1[N:16]([CH2:17][C:18]([OH:20])=O)[C:15](=[S:21])[NH:14][C:13](=[O:22])[CH:12]=1.[NH2:23][CH2:24][CH2:25][NH:26][C:27](=[O:33])[O:28][C:29]([CH3:32])([CH3:31])[CH3:30].N1C=CC=CC=1, predict the reaction product. The product is: [CH3:1][O:2][C:3]1[CH:8]=[C:7]([O:9][CH3:10])[CH:6]=[CH:5][C:4]=1[C:11]1[N:16]([CH2:17][C:18]([NH:23][CH2:24][CH2:25][NH:26][C:27](=[O:33])[O:28][C:29]([CH3:31])([CH3:30])[CH3:32])=[O:20])[C:15](=[S:21])[NH:14][C:13](=[O:22])[CH:12]=1. (5) Given the reactants Br[C:2]1[CH:23]=[C:22]([O:24][CH3:25])[C:5]2[N:6]([CH2:18][CH2:19][O:20][CH3:21])[C:7]([C:9]3[CH:14]=[CH:13][C:12]([CH:15]([CH3:17])[CH3:16])=[CH:11][CH:10]=3)=[N:8][C:4]=2[CH:3]=1.[CH3:26][N:27](C=O)C, predict the reaction product. The product is: [CH:15]([C:12]1[CH:11]=[CH:10][C:9]([C:7]2[N:6]([CH2:18][CH2:19][O:20][CH3:21])[C:5]3[C:22]([O:24][CH3:25])=[CH:23][C:2]([C:26]#[N:27])=[CH:3][C:4]=3[N:8]=2)=[CH:14][CH:13]=1)([CH3:17])[CH3:16]. (6) Given the reactants [NH2:1][C:2]([C@@H:4]1[CH2:8][S:7][CH2:6][N:5]1C(OC(C)(C)C)=O)=[O:3].[ClH:16], predict the reaction product. The product is: [ClH:16].[S:7]1[CH2:8][C@@H:4]([C:2]([NH2:1])=[O:3])[NH:5][CH2:6]1. (7) The product is: [CH:27]([N:19]1[C:20]2=[N:21][CH:22]=[N:23][C:24]([NH2:26])=[C:25]2[C:17]([C:5]2[CH:4]=[C:3]([O:2][CH3:1])[C:8]([O:9][CH3:10])=[C:7]([O:11][CH3:12])[CH:6]=2)=[N:18]1)([CH3:29])[CH3:28]. Given the reactants [CH3:1][O:2][C:3]1[CH:4]=[C:5](B(O)O)[CH:6]=[C:7]([O:11][CH3:12])[C:8]=1[O:9][CH3:10].I[C:17]1[C:25]2[C:20](=[N:21][CH:22]=[N:23][C:24]=2[NH2:26])[N:19]([CH:27]([CH3:29])[CH3:28])[N:18]=1.C([O-])([O-])=O.[Na+].[Na+], predict the reaction product.